This data is from Catalyst prediction with 721,799 reactions and 888 catalyst types from USPTO. The task is: Predict which catalyst facilitates the given reaction. Product: [F:35][C:25]1[C:26]([O:30][C:31]([F:33])([F:34])[F:32])=[CH:27][CH:28]=[CH:29][C:24]=1[NH:23][C:22]([C@@H:21]1[CH2:20][C@:19]2([CH2:37][OH:38])[C@@H:17]([CH2:18]2)[N:16]1[C:14](=[O:15])[CH2:13][N:6]1[C:7]2[C:12](=[CH:11][CH:10]=[CH:9][CH:8]=2)[C:4]([C:1]([NH2:2])=[O:3])=[N:5]1)=[O:36]. The catalyst class is: 20. Reactant: [C:1]([C:4]1[C:12]2[C:7](=[CH:8][CH:9]=[CH:10][CH:11]=2)[N:6]([CH2:13][C:14]([N:16]2[C@H:21]([C:22](=[O:36])[NH:23][C:24]3[CH:29]=[CH:28][CH:27]=[C:26]([O:30][C:31]([F:34])([F:33])[F:32])[C:25]=3[F:35])[CH2:20][C@:19]3([CH2:37][O:38]C(=O)CN4C5C(=CC=CC=5)C(C(=O)N)=N4)[C@H:17]2[CH2:18]3)=[O:15])[N:5]=1)(=[O:3])[NH2:2].[OH-].[Na+].CCOC(C)=O.